This data is from Catalyst prediction with 721,799 reactions and 888 catalyst types from USPTO. The task is: Predict which catalyst facilitates the given reaction. (1) Reactant: [C:1]1([S:7]([C:10]2[C:18]3[C:13](=[N:14][CH:15]=[CH:16][CH:17]=3)[NH:12][CH:11]=2)(=[O:9])=[O:8])[CH:6]=[CH:5][CH:4]=[CH:3][CH:2]=1.[H-].[Na+].[ClH:21].[CH3:22][N:23]([CH3:27])[CH2:24][CH2:25][Cl:26]. Product: [ClH:26].[ClH:21].[CH3:22][N:23]([CH3:27])[CH2:24][CH2:25][N:12]1[C:13]2=[N:14][CH:15]=[CH:16][CH:17]=[C:18]2[C:10]([S:7]([C:1]2[CH:2]=[CH:3][CH:4]=[CH:5][CH:6]=2)(=[O:8])=[O:9])=[CH:11]1. The catalyst class is: 3. (2) Reactant: [OH-].[Na+].[CH:3]1([C:6]2[C:32]([CH:33]3[CH2:35][CH2:34]3)=[CH:31][C:9]([CH2:10][N:11]3[CH2:14][C:13]4([CH2:18][C:17]([N:19]5[CH2:24][CH2:23][C:22]([CH3:30])([C:25]([O:27]CC)=[O:26])[CH2:21][CH2:20]5)=[N:16][O:15]4)[CH2:12]3)=[C:8]([O:36][CH2:37][CH3:38])[CH:7]=2)[CH2:5][CH2:4]1. Product: [CH:3]1([C:6]2[C:32]([CH:33]3[CH2:35][CH2:34]3)=[CH:31][C:9]([CH2:10][N:11]3[CH2:14][C:13]4([CH2:18][C:17]([N:19]5[CH2:24][CH2:23][C:22]([CH3:30])([C:25]([OH:27])=[O:26])[CH2:21][CH2:20]5)=[N:16][O:15]4)[CH2:12]3)=[C:8]([O:36][CH2:37][CH3:38])[CH:7]=2)[CH2:4][CH2:5]1. The catalyst class is: 8.